Dataset: Forward reaction prediction with 1.9M reactions from USPTO patents (1976-2016). Task: Predict the product of the given reaction. (1) Given the reactants S(O)(O)(=O)=O.[CH3:6][O:7][C:8](=[NH:10])[NH2:9].[C:11]([C:15]1[CH:16]=[C:17]([CH:29]=[C:30]([C:33]([CH3:36])([CH3:35])[CH3:34])[C:31]=1[OH:32])[C:18]([C:20](=[CH:25]N(C)C)[C:21]([NH:23][CH3:24])=[O:22])=O)([CH3:14])([CH3:13])[CH3:12].CC(C)([O-])C.[K+].O, predict the reaction product. The product is: [C:11]([C:15]1[CH:16]=[C:17]([C:18]2[C:20]([C:21]([NH:23][CH3:24])=[O:22])=[CH:25][N:9]=[C:8]([O:7][CH3:6])[N:10]=2)[CH:29]=[C:30]([C:33]([CH3:35])([CH3:36])[CH3:34])[C:31]=1[OH:32])([CH3:12])([CH3:13])[CH3:14]. (2) Given the reactants [CH2:1]([C:5]1[N:6]=[C:7]([C:10]2[O:14][C:13]([CH2:15][C:16]([CH3:22])([CH3:21])[C:17]([O:19]C)=[O:18])=[N:12][N:11]=2)[S:8][CH:9]=1)[CH:2]([CH3:4])[CH3:3].Br[C:24]1[CH:29]=[CH:28][C:27]([S:30]([NH:33][C@@H:34]([CH3:39])[C:35]([F:38])([F:37])[F:36])(=[O:32])=[O:31])=[C:26]([Cl:40])[C:25]=1[Cl:41], predict the reaction product. The product is: [Cl:41][C:25]1[C:26]([Cl:40])=[C:27]([S:30](=[O:31])(=[O:32])[NH:33][C@@H:34]([CH3:39])[C:35]([F:36])([F:37])[F:38])[CH:28]=[CH:29][C:24]=1[C:9]1[S:8][C:7]([C:10]2[O:14][C:13]([CH2:15][C:16]([CH3:22])([CH3:21])[C:17]([OH:19])=[O:18])=[N:12][N:11]=2)=[N:6][C:5]=1[CH2:1][CH:2]([CH3:4])[CH3:3]. (3) Given the reactants [Br:1][C:2]1[CH:7]=[CH:6][C:5]([C:8]#[CH:9])=[CH:4][CH:3]=1.[CH2:10]([O:12][C:13](=[O:17])/[CH:14]=[CH:15]\I)[CH3:11], predict the reaction product. The product is: [CH2:10]([O:12][C:13](=[O:17])[CH:14]=[CH:15][C:9]#[C:8][C:5]1[CH:6]=[CH:7][C:2]([Br:1])=[CH:3][CH:4]=1)[CH3:11]. (4) Given the reactants [CH3:1][C:2]1[CH:11]=[C:10]([N:12]2[CH2:16][CH2:15][CH2:14][CH2:13]2)[C:9]2[CH2:8][CH2:7][CH2:6][CH:5]([OH:17])[C:4]=2[N:3]=1, predict the reaction product. The product is: [CH3:1][C:2]1[CH:11]=[C:10]([N:12]2[CH2:16][CH2:15][CH2:14][CH2:13]2)[C:9]2[CH2:8][CH2:7][CH2:6][C:5](=[O:17])[C:4]=2[N:3]=1. (5) The product is: [F:1][C:2]1[CH:32]=[CH:31][C:5]([C:6]([NH:8][C:9]2[CH:10]=[CH:11][C:12]([CH:15]3[C:24]([CH3:26])([CH3:25])[CH2:23][C:22]4[C:17](=[CH:18][CH:19]=[C:20]([C:27]([OH:29])=[O:28])[CH:21]=4)[NH:16]3)=[CH:13][CH:14]=2)=[O:7])=[CH:4][CH:3]=1. Given the reactants [F:1][C:2]1[CH:32]=[CH:31][C:5]([C:6]([NH:8][C:9]2[CH:14]=[CH:13][C:12]([CH:15]3[C:24]([CH3:26])([CH3:25])[CH2:23][C:22]4[C:17](=[CH:18][CH:19]=[C:20]([C:27]([O:29]C)=[O:28])[CH:21]=4)[NH:16]3)=[CH:11][CH:10]=2)=[O:7])=[CH:4][CH:3]=1.[OH-].[Na+], predict the reaction product.